Dataset: Reaction yield outcomes from USPTO patents with 853,638 reactions. Task: Predict the reaction yield, written as a fraction of the theoretical maximum amount of product (1.0 means a 100% yield; for example, 0.34 means a 34% yield). (1) The reactants are [NH2:1][C@H:2]1[C:10]2[C:5](=[C:6]([C:11]3[N:15]=[C:14]([C:16]4[CH:17]=[CH:18][C:19]([O:24][CH:25]([CH3:27])[CH3:26])=[C:20]([CH:23]=4)[C:21]#[N:22])[O:13][N:12]=3)[CH:7]=[CH:8][CH:9]=2)[CH2:4][CH2:3]1.[S:28](N)([NH2:31])(=[O:30])=[O:29]. The catalyst is O1CCOCC1. The product is [C:21]([C:20]1[CH:23]=[C:16]([C:14]2[O:13][N:12]=[C:11]([C:6]3[CH:7]=[CH:8][CH:9]=[C:10]4[C:5]=3[CH2:4][CH2:3][C@H:2]4[NH:1][S:28]([NH2:31])(=[O:30])=[O:29])[N:15]=2)[CH:17]=[CH:18][C:19]=1[O:24][CH:25]([CH3:27])[CH3:26])#[N:22]. The yield is 0.260. (2) The reactants are O.[C:2]1([CH3:12])[CH:7]=[CH:6][C:5](S(O)(=O)=O)=[CH:4][CH:3]=1.[C:13]([O-:16])(O)=O.[Na+]. The catalyst is C1CCCCC1. The product is [CH3:12][C@@H:2]1[CH:7]=[CH:6][CH2:5][C:4]2([CH2:7][CH2:6][CH2:5][CH2:4]2)[C@H:3]1[C:13](=[O:16])/[CH:3]=[CH:2]/[CH3:12]. The yield is 0.790. (3) The reactants are Cl.S(=O)(=O)(O)O.C(=O)(O)[O-].[Na+].[C:20](O[C:20]([O:22][C:23]([CH3:26])([CH3:25])[CH3:24])=[O:21])([O:22][C:23]([CH3:26])([CH3:25])[CH3:24])=[O:21].[C:27](O)(=O)[CH2:28][C:29]([CH2:34][C:35]([OH:37])=[O:36])(C(O)=O)[OH:30].O[N:41]1[C:45]2[CH:46]=[CH:47][CH:48]=[CH:49][C:44]=2[N:43]=[N:42]1.Cl.[CH2:51]([N:53]=C=NCCCN(C)C)[CH3:52]. The catalyst is O1CCOCC1.C(Cl)Cl.[Cl-].[Na+].O. The product is [N:41]1([O:37][C:35](=[O:36])[CH2:34][C@H:29]2[O:30][CH2:52][C@H:51]([NH:53][C:20](=[O:21])[O:22][C:23]([CH3:24])([CH3:25])[CH3:26])[CH2:27][CH2:28]2)[C:45]2[CH:46]=[CH:47][CH:48]=[CH:49][C:44]=2[N:43]=[N:42]1. The yield is 0.730. (4) The reactants are Br[C:2]1[CH:10]=[CH:9][C:5]([C:6]([OH:8])=[O:7])=[CH:4][CH:3]=1.C([Li])CCC.[C:16]1(=[O:22])[CH2:21][CH2:20][CH2:19][CH2:18][CH2:17]1.CCCCCC. The catalyst is O1CCCC1. The product is [OH:22][C:16]1([C:2]2[CH:10]=[CH:9][C:5]([C:6]([OH:8])=[O:7])=[CH:4][CH:3]=2)[CH2:21][CH2:20][CH2:19][CH2:18][CH2:17]1. The yield is 0.110. (5) The reactants are [CH3:1][N+:2]([CH3:4])=[CH2:3].[I-].[CH3:6][CH:7]1[CH2:12][C:11]([C:13]2[CH:18]=[CH:17][N:16]=[CH:15][C:14]=2[N+:19]([O-:21])=[O:20])=[CH:10][C:9]([O:22][Si](C)(C)C)=[CH:8]1.[OH-].[Na+]. The catalyst is C(Cl)Cl.Cl. The product is [CH3:3][N:2]([CH2:4][CH:8]1[C:9](=[O:22])[CH:10]=[C:11]([C:13]2[CH:18]=[CH:17][N:16]=[CH:15][C:14]=2[N+:19]([O-:21])=[O:20])[CH2:12][CH:7]1[CH3:6])[CH3:1]. The yield is 0.990. (6) The reactants are [OH-].[Na+].Cl.Cl.[NH2:5][CH2:6][CH2:7][O:8][CH2:9][CH2:10][NH2:11].[CH3:12][C:13]([O:16][C:17](O[C:17]([O:16][C:13]([CH3:15])([CH3:14])[CH3:12])=[O:18])=[O:18])([CH3:15])[CH3:14]. The catalyst is CO.C1COCC1. The product is [NH2:5][CH2:6][CH2:7][O:8][CH2:9][CH2:10][NH:11][C:17](=[O:18])[O:16][C:13]([CH3:15])([CH3:14])[CH3:12]. The yield is 0.740. (7) The reactants are [N+](C1C=CC([O:8][P:9]([NH:18][C@@H:19]([CH3:29])[C:20]([O:22][CH2:23][CH:24]([CH2:27][CH3:28])[CH2:25][CH3:26])=[O:21])([O:11][C:12]2[CH:17]=[CH:16][CH:15]=[CH:14][CH:13]=2)=[O:10])=CC=1)([O-])=O.[NH2:32][C:33]1[C:38]2=[CH:39][CH:40]=[C:41]([C@@:42]3([C:51]#[N:52])[C@H:46]([OH:47])[C@H:45]([OH:48])[C@@H:44]([CH2:49]O)[O:43]3)[N:37]2[N:36]=[CH:35][N:34]=1.C([Mg]Cl)(C)(C)C.C1COCC1. The catalyst is CN(C=O)C.C(OCC)(=O)C. The product is [NH2:32][C:33]1[C:38]2=[CH:39][CH:40]=[C:41]([C@:42]3([C:51]#[N:52])[O:43][C@H:44]([CH2:49][O:8][P:9]([NH:18][C@@H:19]([CH3:29])[C:20]([O:22][CH2:23][CH:24]([CH2:25][CH3:26])[CH2:27][CH3:28])=[O:21])([O:11][C:12]4[CH:13]=[CH:14][CH:15]=[CH:16][CH:17]=4)=[O:10])[C@@H:45]([OH:48])[C@H:46]3[OH:47])[N:37]2[N:36]=[CH:35][N:34]=1. The yield is 0.430.